Dataset: Forward reaction prediction with 1.9M reactions from USPTO patents (1976-2016). Task: Predict the product of the given reaction. Given the reactants BrC1C=CC([NH:8][C:9]2[N:14]=[C:13](Cl)[N:12]=[C:11]([C:16]3[CH:21]=[C:20]([Cl:22])[CH:19]=[CH:18][C:17]=3[CH3:23])[N:10]=2)=CC=1.[CH3:24][O-:25].[Na+], predict the reaction product. The product is: [Cl:22][C:20]1[CH:19]=[CH:18][C:17]([CH3:23])=[C:16]([C:11]2[N:12]=[C:13]([O:25][CH3:24])[N:14]=[C:9]([NH2:8])[N:10]=2)[CH:21]=1.